This data is from Reaction yield outcomes from USPTO patents with 853,638 reactions. The task is: Predict the reaction yield, written as a fraction of the theoretical maximum amount of product (1.0 means a 100% yield; for example, 0.34 means a 34% yield). (1) The reactants are Br[CH2:2][C:3]#[N:4].C(N(CC)C(C)C)(C)C.[N:14]([CH2:17][CH:18]([S:32][S:33][C:34]([CH3:37])([CH3:36])[CH3:35])[CH2:19][C@H:20]([NH:24][C:25]([O:27][C:28]([CH3:31])([CH3:30])[CH3:29])=[O:26])[C:21]([OH:23])=[O:22])=[N+:15]=[N-:16]. The catalyst is C(#N)C. The product is [C:3]([CH2:2][O:23][C:21](=[O:22])[C@@H:20]([NH:24][C:25]([O:27][C:28]([CH3:31])([CH3:30])[CH3:29])=[O:26])[CH2:19][CH:18]([S:32][S:33][C:34]([CH3:37])([CH3:35])[CH3:36])[CH2:17][N:14]=[N+:15]=[N-:16])#[N:4]. The yield is 0.950. (2) The yield is 0.550. The catalyst is CN(C=O)C.CCOC(C)=O.[Cu]I.C1C=CC(/C=C/C(/C=C/C2C=CC=CC=2)=O)=CC=1.C1C=CC(/C=C/C(/C=C/C2C=CC=CC=2)=O)=CC=1.C1C=CC(/C=C/C(/C=C/C2C=CC=CC=2)=O)=CC=1.[Pd].[Pd].Cl[Pd]Cl. The product is [CH2:1]([O:8][C:9]1[CH:10]=[C:11]([C:16]2[C:17]([C:39]3[CH:44]=[CH:43][CH:42]=[CH:41][N:40]=3)=[CH:18][CH:19]=[C:20]([C:22]([O:24][CH3:25])=[O:23])[N:21]=2)[CH:12]=[CH:13][C:14]=1[Cl:15])[C:2]1[CH:7]=[CH:6][CH:5]=[CH:4][CH:3]=1. The reactants are [CH2:1]([O:8][C:9]1[CH:10]=[C:11]([C:16]2[N:21]=[C:20]([C:22]([O:24][CH3:25])=[O:23])[CH:19]=[CH:18][C:17]=2OS(C(F)(F)F)(=O)=O)[CH:12]=[CH:13][C:14]=1[Cl:15])[C:2]1[CH:7]=[CH:6][CH:5]=[CH:4][CH:3]=1.C([Sn](CCCC)(CCCC)[C:39]1[CH:44]=[CH:43][CH:42]=[CH:41][N:40]=1)CCC.[Cl-].[Li+].[F-].[K+]. (3) The reactants are [CH2:1]([O:3][C:4](=[O:23])[CH:5]([C:7]1[N:8](C(OC(C)(C)C)=O)[C:9]2[C:14]([CH:15]=1)=[CH:13][CH:12]=[CH:11][CH:10]=2)[CH3:6])[CH3:2]. The catalyst is ClCCl.C(O)(C(F)(F)F)=O. The product is [NH:8]1[C:9]2[C:14](=[CH:13][CH:12]=[CH:11][CH:10]=2)[CH:15]=[C:7]1[CH:5]([CH3:6])[C:4]([O:3][CH2:1][CH3:2])=[O:23]. The yield is 0.500. (4) The product is [CH3:22][NH:23][C:4](=[NH:5])[C:3]1[CH:6]=[CH:7][C:8]([Cl:21])=[N:9][CH:2]=1. The yield is 0.767. No catalyst specified. The reactants are Cl[C:2]1[N:9]=[CH:8][CH:7]=[CH:6][C:3]=1[C:4]#[N:5].[Al](C)(C)C.C1(C)C=CC=CC=1.[ClH:21].[CH3:22][NH2:23]. (5) The reactants are FC(F)(F)C1C=C([C:13]2[C:14]3[NH:27][CH:26]=[CH:25][C:15]=3[C:16]3[C:21]([CH:22]=2)=[N:20][C:19]([NH2:23])=[N:18][C:17]=3[NH2:24])C=C(C(F)(F)F)C=1.CC1(C)C(C)(C)OB([C:38]2[CH:43]=[CH:42][CH:41]=[CH:40][C:39]=2[CH2:44][CH2:45][C:46]([OH:48])=[O:47])O1.C(=O)([O-])[O-].[Na+].[Na+].C(O)C. The catalyst is CO.C1C=CC(P(C2C=CC=CC=2)C2C=CC=CC=2)=CC=1.C1C=CC(P(C2C=CC=CC=2)C2C=CC=CC=2)=CC=1.C1C=CC(P(C2C=CC=CC=2)C2C=CC=CC=2)=CC=1.C1C=CC(P(C2C=CC=CC=2)C2C=CC=CC=2)=CC=1.[Pd].COCCOC. The product is [NH2:24][C:17]1[C:16]2[C:15]3[CH:25]=[CH:26][NH:27][C:14]=3[C:13]([C:38]3[CH:43]=[CH:42][CH:41]=[CH:40][C:39]=3[CH2:44][CH2:45][C:46]([OH:48])=[O:47])=[CH:22][C:21]=2[N:20]=[C:19]([NH2:23])[N:18]=1. The yield is 0.121. (6) The reactants are [NH:1]([C:3]([NH:5][C:6]1[S:10][C:9]([C:11]([O:13][CH2:14][CH3:15])=[O:12])=[C:8]([CH3:16])[CH:7]=1)=[O:4])[NH2:2].[CH:17](OC)(OC)OC.O.C1(C)C=CC(S(O)(=O)=O)=CC=1. The catalyst is C(O)C. The product is [CH3:16][C:8]1[CH:7]=[C:6]([N:5]2[C:3](=[O:4])[NH:1][N:2]=[CH:17]2)[S:10][C:9]=1[C:11]([O:13][CH2:14][CH3:15])=[O:12]. The yield is 0.700. (7) The reactants are [Cl:1][C:2]1[N:7]=[C:6](Cl)[C:5]([O:9][CH3:10])=[CH:4][N:3]=1.[NH2:11][CH2:12][CH2:13][CH2:14][N:15]1[CH2:19][CH2:18][CH2:17][C:16]1=[O:20].C(N(C(C)C)C(C)C)C. The catalyst is C(O)C. The product is [Cl:1][C:2]1[N:7]=[C:6]([NH:11][CH2:12][CH2:13][CH2:14][N:15]2[CH2:19][CH2:18][CH2:17][C:16]2=[O:20])[C:5]([O:9][CH3:10])=[CH:4][N:3]=1. The yield is 0.720. (8) The reactants are Cl.[Br:2][C:3]1[CH:11]=[CH:10][CH:9]=[C:8]2[C:4]=1[CH:5]=[CH:6][N:7]2[CH2:12][C@H:13]1[CH2:17][O:16]C(C)(C)[O:14]1. The catalyst is O1CCCC1. The product is [Br:2][C:3]1[CH:11]=[CH:10][CH:9]=[C:8]2[C:4]=1[CH:5]=[CH:6][N:7]2[CH2:12][C@H:13]([OH:14])[CH2:17][OH:16]. The yield is 0.950. (9) The reactants are [C:1]([N:4]1[C:13]2[C:8](=[CH:9][C:10]([CH:14]3[CH2:19][CH2:18][N:17]([C:20]([O:22][C:23]([CH3:26])([CH3:25])[CH3:24])=[O:21])[CH2:16][CH2:15]3)=[CH:11][CH:12]=2)[C@H:7]([NH2:27])[C@@H:6]([CH3:28])[C@@H:5]1[CH3:29])(=[O:3])[CH3:2].C(N1C2C(=CC(C3CCN(C(OC(C)(C)C)=O)CC3)=CC=2)[C@H](NC2C=NC(C)=CN=2)[C@@H](C)[C@@H]1C)(=O)C.CN(C1C(C2C(P(C3CCCCC3)C3CCCCC3)=CC=CC=2)=CC=CC=1)C.Br[C:95]1[CH:104]=[CH:103][C:98]([C:99]([NH:101][CH3:102])=[O:100])=[CH:97][CH:96]=1.CC(C)([O-])C.[Na+]. The catalyst is O1CCOCC1.C1C=CC(/C=C/C(/C=C/C2C=CC=CC=2)=O)=CC=1.C1C=CC(/C=C/C(/C=C/C2C=CC=CC=2)=O)=CC=1.C1C=CC(/C=C/C(/C=C/C2C=CC=CC=2)=O)=CC=1.[Pd].[Pd]. The product is [C:1]([N:4]1[C:13]2[C:8](=[CH:9][C:10]([CH:14]3[CH2:15][CH2:16][N:17]([C:20]([O:22][C:23]([CH3:26])([CH3:25])[CH3:24])=[O:21])[CH2:18][CH2:19]3)=[CH:11][CH:12]=2)[C@H:7]([NH:27][C:95]2[CH:104]=[CH:103][C:98]([C:99](=[O:100])[NH:101][CH3:102])=[CH:97][CH:96]=2)[C@@H:6]([CH3:28])[C@@H:5]1[CH3:29])(=[O:3])[CH3:2]. The yield is 0.205.